Dataset: Catalyst prediction with 721,799 reactions and 888 catalyst types from USPTO. Task: Predict which catalyst facilitates the given reaction. Reactant: [NH2:1][C:2]1[CH:3]=[CH:4][C:5]([CH3:26])=[C:6]([C:8]([C:10]2[CH:15]=[CH:14][C:13]([NH:16][C:17]3[CH:22]=[CH:21][C:20]([F:23])=[CH:19][C:18]=3[F:24])=[CH:12][C:11]=2[Cl:25])=[O:9])[CH:7]=1.[C:27]1([CH2:33][CH2:34][N:35]=[C:36]=[O:37])[CH:32]=[CH:31][CH:30]=[CH:29][CH:28]=1. Product: [Cl:25][C:11]1[CH:12]=[C:13]([NH:16][C:17]2[CH:22]=[CH:21][C:20]([F:23])=[CH:19][C:18]=2[F:24])[CH:14]=[CH:15][C:10]=1[C:8]([C:6]1[CH:7]=[C:2]([NH:1][C:36]([NH:35][CH2:34][CH2:33][C:27]2[CH:32]=[CH:31][CH:30]=[CH:29][CH:28]=2)=[O:37])[CH:3]=[CH:4][C:5]=1[CH3:26])=[O:9]. The catalyst class is: 12.